This data is from Full USPTO retrosynthesis dataset with 1.9M reactions from patents (1976-2016). The task is: Predict the reactants needed to synthesize the given product. (1) Given the product [C:1]([O:6][CH2:9][CH2:8][Cl:7])(=[O:5])[C:2]([CH3:4])=[O:3], predict the reactants needed to synthesize it. The reactants are: [C:1]([OH:6])(=[O:5])[C:2]([CH3:4])=[O:3].[Cl:7][CH2:8][CH2:9]O.O.C1(C)C=CC(S(O)(=O)=O)=CC=1. (2) Given the product [CH3:17][C:16]1[O:18][C:1]([C:2]2[CH:3]=[CH:4][CH:5]=[CH:6][CH:7]=2)=[N:9][C:10]=1[CH2:11][C:12]([O:14][CH3:15])=[O:13], predict the reactants needed to synthesize it. The reactants are: [C:1]([NH:9][CH:10]([C:16](=[O:18])[CH3:17])[CH2:11][C:12]([O:14][CH3:15])=[O:13])(=O)[C:2]1[CH:7]=[CH:6][CH:5]=[CH:4][CH:3]=1.C(=O)([O-])[O-].[Na+].[Na+]. (3) Given the product [CH2:5]1[CH:4]2[N:15]1[S:12](=[O:13])(=[O:14])[C:7]1[CH:8]=[CH:9][CH:10]=[CH:11][C:6]=1[CH2:3]2, predict the reactants needed to synthesize it. The reactants are: II.[CH2:3]([C:6]1[CH:11]=[CH:10][CH:9]=[CH:8][C:7]=1[S:12]([NH2:15])(=[O:14])=[O:13])[CH:4]=[CH2:5].C(=O)([O-])[O-].[K+].[K+].O. (4) Given the product [Cl:1][C:2]1[C:7]([Cl:8])=[CH:6][C:5]([NH:9][CH2:10][C:11]([N:16]2[CH2:17][C:18]3([CH2:22][CH2:21][N:20]([C:23](=[O:26])[CH:24]=[CH2:25])[CH2:19]3)[CH2:15]2)=[O:13])=[C:4]([OH:14])[CH:3]=1, predict the reactants needed to synthesize it. The reactants are: [Cl:1][C:2]1[C:7]([Cl:8])=[CH:6][C:5]([NH:9][CH2:10][C:11]([OH:13])=O)=[C:4]([OH:14])[CH:3]=1.[CH2:15]1[C:18]2([CH2:22][CH2:21][N:20]([C:23](=[O:26])[CH:24]=[CH2:25])[CH2:19]2)[CH2:17][NH:16]1.CCN=C=NCCCN(C)C.Cl.C1C=CC2N(O)N=NC=2C=1.CCN(CC)CC. (5) The reactants are: [NH:1]1[C:5]2=[N:6][CH:7]=[CH:8][CH:9]=[C:4]2[CH:3]=[CH:2]1.[CH3:10]N(C=O)C.[H-].[Na+].CI. Given the product [CH3:10][N:1]1[C:5]2=[N:6][CH:7]=[CH:8][CH:9]=[C:4]2[CH:3]=[CH:2]1, predict the reactants needed to synthesize it. (6) Given the product [CH3:26][S:23]([O:1][CH2:2][CH2:3][CH2:4][C:5]1[S:9][C:8]([C:10]([O:12][CH:13]([CH3:15])[CH3:14])=[O:11])=[CH:7][CH:6]=1)(=[O:25])=[O:24].[S:23]([OH:1])(=[O:25])(=[O:24])[CH3:26], predict the reactants needed to synthesize it. The reactants are: [OH:1][CH2:2][CH2:3][CH2:4][C:5]1[S:9][C:8]([C:10]([O:12][CH:13]([CH3:15])[CH3:14])=[O:11])=[CH:7][CH:6]=1.C(N(CC)CC)C.[S:23](Cl)([CH3:26])(=[O:25])=[O:24]. (7) Given the product [CH2:13]([NH:15][C:16]([NH:1][C:2]1[S:3][C:4]2[CH:10]=[C:9]([CH3:11])[C:8]([OH:12])=[CH:7][C:5]=2[N:6]=1)=[O:17])[CH3:14], predict the reactants needed to synthesize it. The reactants are: [NH2:1][C:2]1[S:3][C:4]2[CH:10]=[C:9]([CH3:11])[C:8]([OH:12])=[CH:7][C:5]=2[N:6]=1.[CH2:13]([N:15]=[C:16]=[O:17])[CH3:14]. (8) Given the product [CH3:34][O:33][C:29](=[O:32])/[CH:30]=[CH:31]/[C:2]1[CH:27]=[CH:26][C:5]([CH2:6][N:7]2[CH2:12][CH2:11][CH2:10][CH:9]([C:13]3[C:21]4[C:16](=[CH:17][CH:18]=[CH:19][CH:20]=4)[NH:15][C:14]=3[C:22]([OH:25])([CH3:24])[CH3:23])[CH2:8]2)=[C:4]([F:28])[CH:3]=1, predict the reactants needed to synthesize it. The reactants are: Br[C:2]1[CH:27]=[CH:26][C:5]([CH2:6][N:7]2[CH2:12][CH2:11][CH2:10][CH:9]([C:13]3[C:21]4[C:16](=[CH:17][CH:18]=[CH:19][CH:20]=4)[NH:15][C:14]=3[C:22]([OH:25])([CH3:24])[CH3:23])[CH2:8]2)=[C:4]([F:28])[CH:3]=1.[C:29]([O:33][CH3:34])(=[O:32])[CH:30]=[CH2:31].N(C)(C1CCCCC1)C1CCCCC1.O. (9) Given the product [F:11][C:3]1[CH:4]=[C:5]([N+:8]([O-:10])=[O:9])[CH:6]=[CH:7][C:2]=1[N:12]1[CH2:17][CH2:16][O:15][CH2:14][C:13]1=[O:18], predict the reactants needed to synthesize it. The reactants are: F[C:2]1[CH:7]=[CH:6][C:5]([N+:8]([O-:10])=[O:9])=[CH:4][C:3]=1[F:11].[NH:12]1[CH2:17][CH2:16][O:15][CH2:14][C:13]1=[O:18].C([O-])([O-])=O.[K+].[K+]. (10) Given the product [Cl:20][C:17]1[CH:18]=[CH:19][C:14]([CH2:13][C:9]2([CH3:12])[C:8]3[CH:21]=[CH:22][C:5]([C:3]([OH:4])=[O:2])=[CH:6][C:7]=3[O:11][CH2:10]2)=[CH:15][CH:16]=1, predict the reactants needed to synthesize it. The reactants are: C[O:2][C:3]([C:5]1[CH:22]=[CH:21][C:8]2[C:9]([CH2:13][C:14]3[CH:19]=[CH:18][C:17]([Cl:20])=[CH:16][CH:15]=3)([CH3:12])[CH2:10][O:11][C:7]=2[CH:6]=1)=[O:4].[OH-].[Na+].C(O)C.Cl.